Dataset: Full USPTO retrosynthesis dataset with 1.9M reactions from patents (1976-2016). Task: Predict the reactants needed to synthesize the given product. (1) Given the product [C:20]1([B-:7]([C:1]2[CH:2]=[CH:3][CH:4]=[CH:5][CH:6]=2)([C:8]2[CH:9]=[CH:10][CH:11]=[CH:12][CH:13]=2)[C:14]2[CH:19]=[CH:18][CH:17]=[CH:16][CH:15]=2)[CH:21]=[CH:22][CH:23]=[CH:24][CH:25]=1.[CH2:30]1[N+:31]2([CH2:35][CH2:34][CH2:33][CH2:32]2)[CH2:28][CH2:29]1, predict the reactants needed to synthesize it. The reactants are: [C:1]1([B-:7]([C:20]2[CH:25]=[CH:24][CH:23]=[CH:22][CH:21]=2)([C:14]2[CH:19]=[CH:18][CH:17]=[CH:16][CH:15]=2)[C:8]2[CH:13]=[CH:12][CH:11]=[CH:10][CH:9]=2)[CH:6]=[CH:5][CH:4]=[CH:3][CH:2]=1.[Na+].[Cl-].[CH2:28]1[N+:31]2([CH2:35][CH2:34][CH2:33][CH2:32]2)[CH2:30][CH2:29]1. (2) Given the product [ClH:1].[CH3:26][N:3]([CH3:2])[CH:4]1[CH2:9][CH2:8][N:7]([C:10](=[O:25])[CH2:11][CH2:12][C:13]2[N:14]([CH2:18][CH2:19][C:20]([O:22][CH2:23][CH3:24])=[O:21])[CH:15]=[CH:16][N:17]=2)[CH2:6][CH2:5]1, predict the reactants needed to synthesize it. The reactants are: [ClH:1].[CH3:2][N:3]([CH3:26])[CH:4]1[CH2:9][CH2:8][N:7]([C:10](=[O:25])[CH2:11][CH2:12][C:13]2[N:14]([CH2:18][CH2:19][C:20]([O:22][CH2:23][CH3:24])=[O:21])[CH:15]=[CH:16][N:17]=2)[CH2:6][CH2:5]1. (3) The reactants are: [CH2:1]([O:5][C:6]1[CH:11]=[CH:10][C:9]([C:12]([NH:19]S(C(C)(C)C)=O)([CH3:18])[CH2:13][C:14]([O:16][CH3:17])=[O:15])=[CH:8][CH:7]=1)[CH2:2][CH2:3][CH3:4].Cl. Given the product [NH2:19][C:12]([C:9]1[CH:8]=[CH:7][C:6]([O:5][CH2:1][CH2:2][CH2:3][CH3:4])=[CH:11][CH:10]=1)([CH3:18])[CH2:13][C:14]([O:16][CH3:17])=[O:15], predict the reactants needed to synthesize it. (4) Given the product [CH3:27][O:28][C:29]1[CH:30]=[C:31]2[C:36](=[CH:37][C:38]=1[O:39][CH2:40][CH2:41][O:42][CH3:43])[N:35]=[CH:34][N:33]=[C:32]2[O:44][C:45]1[CH:46]=[C:47]([NH:48][C:13]([NH:12][C:11]2[N:7]([C:4]3[CH:3]=[CH:2][C:1]([CH3:26])=[CH:6][CH:5]=3)[N:8]=[C:9]([C:22]([F:23])([F:25])[F:24])[CH:10]=2)=[O:21])[CH:49]=[CH:50][CH:51]=1, predict the reactants needed to synthesize it. The reactants are: [C:1]1([CH3:26])[CH:6]=[CH:5][C:4]([N:7]2[C:11]([NH:12][C:13](=[O:21])OC3C=CC=CC=3)=[CH:10][C:9]([C:22]([F:25])([F:24])[F:23])=[N:8]2)=[CH:3][CH:2]=1.[CH3:27][O:28][C:29]1[CH:30]=[C:31]2[C:36](=[CH:37][C:38]=1[O:39][CH2:40][CH2:41][O:42][CH3:43])[N:35]=[CH:34][N:33]=[C:32]2[O:44][C:45]1[CH:46]=[C:47]([CH:49]=[CH:50][CH:51]=1)[NH2:48]. (5) Given the product [C:7]([OH:9])(=[O:8])[C:6]1[CH:10]=[CH:11][CH:3]=[CH:4][CH:5]=1, predict the reactants needed to synthesize it. The reactants are: C([C:3]1[CH:11]=[CH:10][C:6]([C:7]([OH:9])=[O:8])=[CH:5][CH:4]=1)=O.C(C=O)=O.Cl. (6) Given the product [F:12][C:11]1[CH:2]=[N:3][C:4]2[C:9]([CH:10]=1)=[CH:8][CH:7]=[C:6]([O:13][CH3:14])[CH:5]=2, predict the reactants needed to synthesize it. The reactants are: Cl[C:2]1[C:11]([F:12])=[CH:10][C:9]2[C:4](=[CH:5][C:6]([O:13][CH3:14])=[CH:7][CH:8]=2)[N:3]=1.C(N(CC)CC)C.